Dataset: TCR-epitope binding with 47,182 pairs between 192 epitopes and 23,139 TCRs. Task: Binary Classification. Given a T-cell receptor sequence (or CDR3 region) and an epitope sequence, predict whether binding occurs between them. The epitope is KPLEFGATSAAL. The TCR CDR3 sequence is CASSSRQGAGTEAFF. Result: 1 (the TCR binds to the epitope).